The task is: Predict the product of the given reaction.. This data is from Forward reaction prediction with 1.9M reactions from USPTO patents (1976-2016). Given the reactants [CH2:1]([O:3][C:4]([C:6]1[CH:11]=[C:10]([CH2:12][CH3:13])[N:9]=[C:8]([S:14]([CH3:17])(=[O:16])=[O:15])[N:7]=1)=[O:5])[CH3:2].[CH2:18](OC(C1C=C(CCC)N=C(SC)N=1)=O)C, predict the reaction product. The product is: [CH2:1]([O:3][C:4]([C:6]1[CH:11]=[C:10]([CH2:12][CH2:13][CH3:18])[N:9]=[C:8]([S:14]([CH3:17])(=[O:16])=[O:15])[N:7]=1)=[O:5])[CH3:2].